This data is from Tox21: 12 toxicity assays (nuclear receptors and stress response pathways). The task is: Binary classification across 12 toxicity assays. (1) The molecule is O=C(O)CCCCCCCC(=O)O. It tested positive (active) for: NR-ER (Estrogen Receptor agonist activity), and NR-ER-LBD (Estrogen Receptor Ligand Binding Domain agonist). (2) The compound is CCCCCCCC(=O)Oc1c(Br)cc(C#N)cc1Br. It tested positive (active) for: SR-MMP (Mitochondrial Membrane Potential disruption).